Dataset: Retrosynthesis with 50K atom-mapped reactions and 10 reaction types from USPTO. Task: Predict the reactants needed to synthesize the given product. Given the product CN(C)CC1(c2cccc(O)c2)CCOCC1, predict the reactants needed to synthesize it. The reactants are: COc1cccc(C2(CN(C)C)CCOCC2)c1.